Dataset: Reaction yield outcomes from USPTO patents with 853,638 reactions. Task: Predict the reaction yield, written as a fraction of the theoretical maximum amount of product (1.0 means a 100% yield; for example, 0.34 means a 34% yield). (1) The reactants are [CH3:1][O:2][C:3]1[CH:8]=[CH:7][C:6]([C:9]2[CH:14]=[CH:13][C:12]([S:15](Cl)(=[O:17])=[O:16])=[CH:11][CH:10]=2)=[CH:5][CH:4]=1.[NH2:19][C:20]1[CH:21]=[C:22]([C:26]2[NH:30][N:29]=[N:28][N:27]=2)[CH:23]=[CH:24][CH:25]=1. No catalyst specified. The product is [CH3:1][O:2][C:3]1[CH:8]=[CH:7][C:6]([C:9]2[CH:14]=[CH:13][C:12]([S:15]([NH:19][C:20]3[CH:25]=[CH:24][CH:23]=[C:22]([C:26]4[NH:30][N:29]=[N:28][N:27]=4)[CH:21]=3)(=[O:17])=[O:16])=[CH:11][CH:10]=2)=[CH:5][CH:4]=1. The yield is 0.790. (2) The reactants are [CH:1]1[C:14]2[C:5](=[CH:6][C:7]3[C:12]([C:13]=2[CH2:15][O:16][C:17](=[O:25])[NH:18][CH2:19][CH2:20][O:21][CH2:22][CH2:23][OH:24])=[CH:11][CH:10]=[CH:9][CH:8]=3)[CH:4]=[CH:3][CH:2]=1.[H-].[Na+].C1COCC1.[Cl:33][CH2:34][CH2:35][CH2:36][CH2:37]I. The catalyst is CCCCCCC.C(OCC)(=O)C. The product is [CH:11]1[C:12]2[C:7](=[CH:6][C:5]3[C:14]([C:13]=2[CH2:15][O:16][C:17](=[O:25])[NH:18][CH2:19][CH2:20][O:21][CH2:22][CH2:23][O:24][CH2:37][CH2:36][CH2:35][CH2:34][Cl:33])=[CH:1][CH:2]=[CH:3][CH:4]=3)[CH:8]=[CH:9][CH:10]=1. The yield is 0.320.